Dataset: Forward reaction prediction with 1.9M reactions from USPTO patents (1976-2016). Task: Predict the product of the given reaction. (1) Given the reactants [Cl:1][C:2]1[CH:3]=[C:4]([NH:9][C:10](=[O:18])OC2C=CC=CC=2)[CH:5]=[CH:6][C:7]=1[F:8].ClC1N=C(NC(N2CCN3N=CC(C4C=CC(F)=CC=4)=C3C2)=O)C=CC=1F.[F:46][C:47]1[CH:52]=[C:51]([F:53])[CH:50]=[CH:49][C:48]=1[C:54]1[N:55]=[N:56][N:57]2[CH2:62][CH2:61][NH:60][CH2:59][C:58]=12.FC1C=CC(C2C=NN3CCNCC=23)=CC=1, predict the reaction product. The product is: [Cl:1][C:2]1[CH:3]=[C:4]([NH:9][C:10]([N:60]2[CH2:61][CH2:62][N:57]3[N:56]=[N:55][C:54]([C:48]4[CH:49]=[CH:50][C:51]([F:53])=[CH:52][C:47]=4[F:46])=[C:58]3[CH2:59]2)=[O:18])[CH:5]=[CH:6][C:7]=1[F:8]. (2) Given the reactants [CH2:1]=[C:2]1[CH2:7][CH2:6][N:5]([C:8]([O:10][C:11]([CH3:14])([CH3:13])[CH3:12])=[O:9])[CH2:4][CH2:3]1.[Na+].[I-].C[Si](C)(C)[C:19](F)([F:21])[F:20], predict the reaction product. The product is: [F:20][C:19]1([F:21])[C:2]2([CH2:7][CH2:6][N:5]([C:8]([O:10][C:11]([CH3:14])([CH3:13])[CH3:12])=[O:9])[CH2:4][CH2:3]2)[CH2:1]1. (3) Given the reactants Cl[C:2]1[C:11]2[C:6](=[CH:7][C:8]([S:12]([O:15][C:16]3[C:21]([F:22])=[C:20]([F:23])[C:19]([F:24])=[C:18]([F:25])[C:17]=3[F:26])(=[O:14])=[O:13])=[CH:9][CH:10]=2)[CH:5]=[CH:4][N:3]=1.[C:27]([C:29]1[CH:34]=[CH:33][C:32](B(O)O)=[C:31]([O:38][CH3:39])[CH:30]=1)#[N:28].C(=O)([O-])[O-].[K+].[K+], predict the reaction product. The product is: [C:27]([C:29]1[CH:34]=[CH:33][C:32]([C:2]2[C:11]3[C:6](=[CH:7][C:8]([S:12]([O:15][C:16]4[C:21]([F:22])=[C:20]([F:23])[C:19]([F:24])=[C:18]([F:25])[C:17]=4[F:26])(=[O:14])=[O:13])=[CH:9][CH:10]=3)[CH:5]=[CH:4][N:3]=2)=[C:31]([O:38][CH3:39])[CH:30]=1)#[N:28]. (4) The product is: [OH:31][C@@H:13]1[C:12]2[CH:11]=[CH:10][C:5]3[N:6]([CH:7]=[CH:8][CH3:9])[C:2]([CH3:1])=[N:3][C:4]=3[C:17]=2[O:16][C@H:15]([C:18]2[CH:23]=[CH:22][CH:21]=[CH:20][CH:19]=2)[C@H:14]1[O:24][C:25](=[O:30])[C:26]([CH3:29])([CH3:28])[CH3:27]. Given the reactants [CH3:1][C:2]1[N:6]([CH:7]=[CH:8][CH3:9])[C:5]2[CH:10]=[CH:11][C:12]3[C:13](=[O:31])[C@H:14]([O:24][C:25](=[O:30])[C:26]([CH3:29])([CH3:28])[CH3:27])[C@@H:15]([C:18]4[CH:23]=[CH:22][CH:21]=[CH:20][CH:19]=4)[O:16][C:17]=3[C:4]=2[N:3]=1.[BH4-].[Na+], predict the reaction product. (5) Given the reactants [Cl:1][CH2:2][C:3]([NH:5][C:6]1[CH:11]=[C:10]([N:12]2[CH:16]=[CH:15][CH:14]=[N:13]2)[N:9]=[C:8]([C:17]2[O:18][CH:19]=[CH:20]C=2)[N:7]=1)=[O:4].O1C=C[N:24]=C1C1N=C(N)C=C(N2C=CC=N2)N=1, predict the reaction product. The product is: [Cl:1][CH2:2][C:3]([NH:5][C:6]1[CH:11]=[C:10]([N:12]2[CH:16]=[CH:15][CH:14]=[N:13]2)[N:9]=[C:8]([C:17]2[O:18][CH:19]=[CH:20][N:24]=2)[N:7]=1)=[O:4].